Dataset: Forward reaction prediction with 1.9M reactions from USPTO patents (1976-2016). Task: Predict the product of the given reaction. (1) Given the reactants [NH2:1][CH2:2][CH2:3][O:4][C:5]1[CH:10]=[CH:9][CH:8]=[CH:7][CH:6]=1.Cl[C:12]1[CH:17]=[C:16]([C:18]2[CH:23]=[CH:22][CH:21]=[C:20]([CH3:24])[C:19]=2[CH3:25])[N:15]=[C:14]([NH2:26])[N:13]=1, predict the reaction product. The product is: [CH3:25][C:19]1[C:20]([CH3:24])=[CH:21][CH:22]=[CH:23][C:18]=1[C:16]1[N:15]=[C:14]([NH2:26])[N:13]=[C:12]([NH:1][CH2:2][CH2:3][O:4][C:5]2[CH:10]=[CH:9][CH:8]=[CH:7][CH:6]=2)[CH:17]=1. (2) Given the reactants Br[C:2]1[CH:7]=[CH:6][C:5]([C:8]2[C:12]3[CH2:13][C:14]4[S:15][CH:16]=[CH:17][C:18]=4[C:11]=3[N:10]([CH2:19][O:20][CH2:21][CH2:22][Si:23]([CH3:26])([CH3:25])[CH3:24])[N:9]=2)=[CH:4][CH:3]=1.[F:27][C:28]([F:39])([F:38])[C:29]1[CH:34]=[CH:33][C:32](B(O)O)=[CH:31][CH:30]=1.C([O-])([O-])=O.[Na+].[Na+], predict the reaction product. The product is: [F:27][C:28]([F:39])([F:38])[C:29]1[CH:34]=[CH:33][C:32]([C:2]2[CH:7]=[CH:6][C:5]([C:8]3[C:12]4[CH2:13][C:14]5[S:15][CH:16]=[CH:17][C:18]=5[C:11]=4[N:10]([CH2:19][O:20][CH2:21][CH2:22][Si:23]([CH3:25])([CH3:24])[CH3:26])[N:9]=3)=[CH:4][CH:3]=2)=[CH:31][CH:30]=1. (3) Given the reactants [CH:1]([C:4]1[CH:9]=[CH:8][C:7]([C:10]2[N:15]=[C:14]([C:16]3[CH:26]=[CH:25][C:19]([C:20]([O:22]CC)=[O:21])=[CH:18][CH:17]=3)[CH:13]=[CH:12][N:11]=2)=[CH:6][CH:5]=1)([CH3:3])[CH3:2].O.[OH-].[Li+], predict the reaction product. The product is: [CH:1]([C:4]1[CH:5]=[CH:6][C:7]([C:10]2[N:15]=[C:14]([C:16]3[CH:26]=[CH:25][C:19]([C:20]([OH:22])=[O:21])=[CH:18][CH:17]=3)[CH:13]=[CH:12][N:11]=2)=[CH:8][CH:9]=1)([CH3:3])[CH3:2]. (4) The product is: [NH2:32][C:30](=[O:31])[CH2:29][C:23]1([NH:22][C:12]([C:9]2[CH:8]=[C:7]([O:15][CH2:16][C:17]([F:20])([F:19])[F:18])[C:6]([N:4]3[CH2:5][C:2]([F:21])([F:1])[CH2:3]3)=[CH:11][N:10]=2)=[O:13])[CH2:24][S:25](=[O:27])(=[O:28])[CH2:26]1. Given the reactants [F:1][C:2]1([F:21])[CH2:5][N:4]([C:6]2[C:7]([O:15][CH2:16][C:17]([F:20])([F:19])[F:18])=[CH:8][C:9]([C:12](O)=[O:13])=[N:10][CH:11]=2)[CH2:3]1.[NH2:22][C:23]1([CH2:29][C:30]([NH2:32])=[O:31])[CH2:26][S:25](=[O:28])(=[O:27])[CH2:24]1, predict the reaction product. (5) Given the reactants C(OCCCC)CCC.[C:10]1([Li])[CH:15]=[CH:14][CH:13]=[CH:12][CH:11]=1.C(OCC)C.[C:22]1([CH3:41])[CH:27]=[CH:26][C:25]([C:28]2[C:33]([C:34]3[CH:39]=[CH:38][C:37]([CH3:40])=[CH:36][CH:35]=3)=[N:32][CH:31]=[CH:30][N:29]=2)=[CH:24][CH:23]=1, predict the reaction product. The product is: [C:10]1([C:31]2[N:32]=[C:33]([C:34]3[CH:35]=[CH:36][C:37]([CH3:40])=[CH:38][CH:39]=3)[C:28]([C:25]3[CH:24]=[CH:23][C:22]([CH3:41])=[CH:27][CH:26]=3)=[N:29][CH:30]=2)[CH:15]=[CH:14][CH:13]=[CH:12][CH:11]=1. (6) Given the reactants [NH:1]1[CH2:6][CH2:5][CH:4]([C@H:7]2[CH2:9][C@H:8]2[CH2:10][CH2:11][OH:12])[CH2:3][CH2:2]1.ClC1C=NC(N2CCC([C@H]3C[C@H]3CCO)CC2)=NC=1.Cl[C:33]1[N:38]=[CH:37][C:36]([CH2:39][CH3:40])=[CH:35][N:34]=1, predict the reaction product. The product is: [CH2:39]([C:36]1[CH:35]=[N:34][C:33]([N:1]2[CH2:6][CH2:5][CH:4]([C@H:7]3[CH2:9][C@H:8]3[CH2:10][CH2:11][OH:12])[CH2:3][CH2:2]2)=[N:38][CH:37]=1)[CH3:40]. (7) The product is: [CH:17]1([C:23]2[O:14][C:13]([C:3]3[C:4]([C:7]4[CH:12]=[CH:11][CH:10]=[CH:9][CH:8]=4)=[N:5][O:6][C:2]=3[CH3:1])=[N:15][N:16]=2)[CH2:22][CH2:21][CH2:20][CH2:19][CH2:18]1. Given the reactants [CH3:1][C:2]1[O:6][N:5]=[C:4]([C:7]2[CH:12]=[CH:11][CH:10]=[CH:9][CH:8]=2)[C:3]=1[C:13]([NH:15][NH2:16])=[O:14].[CH:17]1([C:23](O)=O)[CH2:22][CH2:21][CH2:20][CH2:19][CH2:18]1, predict the reaction product. (8) Given the reactants C([N:8](CC1C=CC=CC=1)[C@H:9]([C:15](=[O:19])[CH:16]([CH3:18])[CH3:17])[C:10]([O:12][CH2:13][CH3:14])=[O:11])C1C=CC=CC=1.[C:35](O[C:35]([O:37][C:38]([CH3:41])([CH3:40])[CH3:39])=[O:36])([O:37][C:38]([CH3:41])([CH3:40])[CH3:39])=[O:36], predict the reaction product. The product is: [C:38]([O:37][C:35]([NH:8][C@H:9]([C:15](=[O:19])[CH:16]([CH3:18])[CH3:17])[C:10]([O:12][CH2:13][CH3:14])=[O:11])=[O:36])([CH3:39])([CH3:40])[CH3:41]. (9) Given the reactants [NH2:1][C@:2]12[CH2:37][CH2:36][C@@H:35]([C:38]([CH3:40])=[CH2:39])[C@@H:3]1[C@@H:4]1[C@@:17]([CH3:20])([CH2:18][CH2:19]2)[C@@:16]2([CH3:21])[C@@H:7]([C@:8]3([CH3:34])[C@@H:13]([CH2:14][CH2:15]2)[C:12]([CH3:23])([CH3:22])[C:11]([C:24]2[CH:33]=[CH:32][C:27]([C:28]([O:30][CH3:31])=[O:29])=[CH:26][CH:25]=2)=[CH:10][CH2:9]3)[CH2:6][CH2:5]1.C(=O)(O)[O-].[Na+].[CH:46]1[C:58]2[CH:57]([CH2:59][O:60][C:61](Cl)=[O:62])[C:56]3[C:51](=[CH:52][CH:53]=[CH:54][CH:55]=3)[C:50]=2[CH:49]=[CH:48][CH:47]=1, predict the reaction product. The product is: [CH:46]1[C:58]2[CH:57]([CH2:59][O:60][C:61]([NH:1][C@:2]34[CH2:37][CH2:36][C@@H:35]([C:38]([CH3:40])=[CH2:39])[C@@H:3]3[C@@H:4]3[C@@:17]([CH3:20])([CH2:18][CH2:19]4)[C@@:16]4([CH3:21])[C@@H:7]([C@:8]5([CH3:34])[C@@H:13]([CH2:14][CH2:15]4)[C:12]([CH3:22])([CH3:23])[C:11]([C:24]4[CH:25]=[CH:26][C:27]([C:28]([O:30][CH3:31])=[O:29])=[CH:32][CH:33]=4)=[CH:10][CH2:9]5)[CH2:6][CH2:5]3)=[O:62])[C:56]3[C:51](=[CH:52][CH:53]=[CH:54][CH:55]=3)[C:50]=2[CH:49]=[CH:48][CH:47]=1.